This data is from Retrosynthesis with 50K atom-mapped reactions and 10 reaction types from USPTO. The task is: Predict the reactants needed to synthesize the given product. (1) The reactants are: CC(C)I.O=Cc1cccc(O)c1. Given the product CC(C)Oc1cccc(C=O)c1, predict the reactants needed to synthesize it. (2) The reactants are: CCOc1ccc(Br)cc1C(=O)N[C@@H](CO)Cc1c[nH]c2ccccc12.OB(O)c1ccccc1. Given the product CCOc1ccc(-c2ccccc2)cc1C(=O)N[C@@H](CO)Cc1c[nH]c2ccccc12, predict the reactants needed to synthesize it. (3) Given the product COc1ccc(CNc2nc(-n3ccnc3)nc3scc(C)c23)cc1Cl, predict the reactants needed to synthesize it. The reactants are: COc1ccc(CNc2nc(Cl)nc3scc(C)c23)cc1Cl.c1c[nH]cn1. (4) Given the product N#CCC(=O)c1ccc(-c2ccccc2)cc1, predict the reactants needed to synthesize it. The reactants are: O=C(CBr)c1ccc(-c2ccccc2)cc1.[C-]#N. (5) Given the product CN1Cc2c(N3CCN(C(=O)OC(C)(C)C)CC3)cccc2N(Cc2cccc(F)c2)C1=O, predict the reactants needed to synthesize it. The reactants are: CC(C)(C)OC(=O)N1CCNCC1.CN1Cc2c(Br)cccc2N(Cc2cccc(F)c2)C1=O. (6) Given the product COc1ccc(S(=O)(=O)N2CC[C@H](O)C2)cc1, predict the reactants needed to synthesize it. The reactants are: COc1ccc(S(=O)(=O)Cl)cc1.O[C@H]1CCNC1. (7) Given the product CC(C)(C)OC(=O)Nc1cccc(SCCOc2cccc([N+](=O)[O-])c2)c1, predict the reactants needed to synthesize it. The reactants are: CC(C)(C)OC(=O)OC(=O)OC(C)(C)C.Nc1cccc(SCCOc2cccc([N+](=O)[O-])c2)c1. (8) Given the product O=C(O)[C@@H](O)CNC(=O)C(F)(F)F, predict the reactants needed to synthesize it. The reactants are: CCOC(=O)C(F)(F)F.NC[C@H](O)C(=O)O.